Dataset: NCI-60 drug combinations with 297,098 pairs across 59 cell lines. Task: Regression. Given two drug SMILES strings and cell line genomic features, predict the synergy score measuring deviation from expected non-interaction effect. (1) Cell line: CAKI-1. Drug 2: CC(C)(C#N)C1=CC(=CC(=C1)CN2C=NC=N2)C(C)(C)C#N. Synergy scores: CSS=18.1, Synergy_ZIP=-6.63, Synergy_Bliss=-6.90, Synergy_Loewe=-7.11, Synergy_HSA=-4.46. Drug 1: C1CCC(CC1)NC(=O)N(CCCl)N=O. (2) Drug 1: CC12CCC3C(C1CCC2O)C(CC4=C3C=CC(=C4)O)CCCCCCCCCS(=O)CCCC(C(F)(F)F)(F)F. Drug 2: CCC1(C2=C(COC1=O)C(=O)N3CC4=CC5=C(C=CC(=C5CN(C)C)O)N=C4C3=C2)O.Cl. Cell line: DU-145. Synergy scores: CSS=33.7, Synergy_ZIP=-2.97, Synergy_Bliss=-2.37, Synergy_Loewe=-39.9, Synergy_HSA=-0.948. (3) Drug 1: C1=C(C(=O)NC(=O)N1)N(CCCl)CCCl. Drug 2: CC1=C(C(=CC=C1)Cl)NC(=O)C2=CN=C(S2)NC3=CC(=NC(=N3)C)N4CCN(CC4)CCO. Cell line: 786-0. Synergy scores: CSS=58.0, Synergy_ZIP=3.12, Synergy_Bliss=8.29, Synergy_Loewe=3.89, Synergy_HSA=6.74. (4) Drug 1: CC(C1=C(C=CC(=C1Cl)F)Cl)OC2=C(N=CC(=C2)C3=CN(N=C3)C4CCNCC4)N. Drug 2: CN(C)C1=NC(=NC(=N1)N(C)C)N(C)C. Cell line: SK-MEL-5. Synergy scores: CSS=-3.86, Synergy_ZIP=4.93, Synergy_Bliss=2.55, Synergy_Loewe=-5.10, Synergy_HSA=-4.68. (5) Drug 1: CCCCC(=O)OCC(=O)C1(CC(C2=C(C1)C(=C3C(=C2O)C(=O)C4=C(C3=O)C=CC=C4OC)O)OC5CC(C(C(O5)C)O)NC(=O)C(F)(F)F)O. Drug 2: COCCOC1=C(C=C2C(=C1)C(=NC=N2)NC3=CC=CC(=C3)C#C)OCCOC.Cl. Cell line: NCI-H226. Synergy scores: CSS=48.1, Synergy_ZIP=1.27, Synergy_Bliss=1.64, Synergy_Loewe=-6.09, Synergy_HSA=0.933. (6) Drug 1: C#CCC(CC1=CN=C2C(=N1)C(=NC(=N2)N)N)C3=CC=C(C=C3)C(=O)NC(CCC(=O)O)C(=O)O. Drug 2: C1=NNC2=C1C(=O)NC=N2. Cell line: HS 578T. Synergy scores: CSS=7.73, Synergy_ZIP=-3.36, Synergy_Bliss=-1.65, Synergy_Loewe=-6.52, Synergy_HSA=-1.16. (7) Drug 1: C1C(C(OC1N2C=C(C(=O)NC2=O)F)CO)O. Drug 2: B(C(CC(C)C)NC(=O)C(CC1=CC=CC=C1)NC(=O)C2=NC=CN=C2)(O)O. Cell line: MCF7. Synergy scores: CSS=33.2, Synergy_ZIP=-11.0, Synergy_Bliss=-4.01, Synergy_Loewe=-2.46, Synergy_HSA=-2.08.